Dataset: Full USPTO retrosynthesis dataset with 1.9M reactions from patents (1976-2016). Task: Predict the reactants needed to synthesize the given product. (1) The reactants are: [F:1][C:2]1[CH:7]=[CH:6][C:5]([F:8])=[CH:4][C:3]=1[C:9](=[O:18])/[CH:10]=[CH:11]/[C:12]1[CH:17]=[CH:16][CH:15]=[CH:14][CH:13]=1.Cl.[CH2:20]([NH:27][OH:28])[C:21]1[CH:26]=[CH:25][CH:24]=[CH:23][CH:22]=1. Given the product [CH2:20]([N:27]1[CH:11]([C:12]2[CH:13]=[CH:14][CH:15]=[CH:16][CH:17]=2)[CH2:10][C:9]([C:3]2[CH:4]=[C:5]([F:8])[CH:6]=[CH:7][C:2]=2[F:1])([OH:18])[O:28]1)[C:21]1[CH:26]=[CH:25][CH:24]=[CH:23][CH:22]=1, predict the reactants needed to synthesize it. (2) Given the product [N:16]1[CH:17]=[C:18]([C:20]2[CH:29]=[C:28]3[C:23](=[N:22][CH:21]=2)[N:24]([C:30]([NH2:31])=[O:32])[CH2:25][CH2:26][CH2:27]3)[CH:19]=[C:14]([CH:11]2[CH2:10][CH2:9][NH:8][CH2:13][CH2:12]2)[CH:15]=1, predict the reactants needed to synthesize it. The reactants are: C(OC([N:8]1[CH2:13][CH2:12][CH:11]([C:14]2[CH:15]=[N:16][CH:17]=[C:18]([C:20]3[CH:21]=[N:22][C:23]4[N:24]([C:30](=[O:32])[NH2:31])[CH2:25][CH2:26][CH2:27][C:28]=4[CH:29]=3)[CH:19]=2)[CH2:10][CH2:9]1)=O)(C)(C)C.Cl. (3) Given the product [C:12]([N:10]1[CH2:9][C:8]([CH2:7][C:6]([OH:20])=[O:5])([OH:19])[CH2:11]1)([O:14][C:15]([CH3:18])([CH3:17])[CH3:16])=[O:13], predict the reactants needed to synthesize it. The reactants are: C([O:5][C:6](=[O:20])[CH2:7][C:8]1([OH:19])[CH2:11][N:10]([C:12]([O:14][C:15]([CH3:18])([CH3:17])[CH3:16])=[O:13])[CH2:9]1)(C)(C)C.Cl.[OH-].[Na+].O(C(OC(C)(C)C)=O)C(OC(C)(C)C)=O. (4) The reactants are: [CH2:1]([C:8]1[C:9]2[C:17]([OH:18])=[C:16](C(OCC)=O)[C:15](=[O:24])[N:14]([O:25][CH2:26][C:27]3[CH:32]=[CH:31][CH:30]=[CH:29][CH:28]=3)[C:10]=2[N:11]=[CH:12][N:13]=1)[C:2]1[CH:7]=[CH:6][CH:5]=[CH:4][CH:3]=1.Cl.O1CCOCC1.C(OCC)(=O)C. Given the product [CH2:1]([C:8]1[C:9]2[C:17]([OH:18])=[CH:16][C:15](=[O:24])[N:14]([O:25][CH2:26][C:27]3[CH:32]=[CH:31][CH:30]=[CH:29][CH:28]=3)[C:10]=2[N:11]=[CH:12][N:13]=1)[C:2]1[CH:3]=[CH:4][CH:5]=[CH:6][CH:7]=1, predict the reactants needed to synthesize it. (5) Given the product [F:18][C:2]([F:17])([F:1])[C:3]1[CH:4]=[CH:5][C:6]([NH:9][C:10]([N:12]2[CH2:13][CH:14]([NH:16][CH:25]3[C:26]4[C:22](=[CH:21][C:20]([F:19])=[CH:28][CH:27]=4)[CH2:23][CH2:24]3)[CH2:15]2)=[O:11])=[CH:7][CH:8]=1, predict the reactants needed to synthesize it. The reactants are: [F:1][C:2]([F:18])([F:17])[C:3]1[CH:8]=[CH:7][C:6]([NH:9][C:10]([N:12]2[CH2:15][CH:14]([NH2:16])[CH2:13]2)=[O:11])=[CH:5][CH:4]=1.[F:19][C:20]1[CH:21]=[C:22]2[C:26](=[CH:27][CH:28]=1)[C:25](=O)[CH2:24][CH2:23]2.